This data is from Reaction yield outcomes from USPTO patents with 853,638 reactions. The task is: Predict the reaction yield, written as a fraction of the theoretical maximum amount of product (1.0 means a 100% yield; for example, 0.34 means a 34% yield). (1) The reactants are [C:1]([C:5]1[CH:6]=[C:7]([CH3:12])[C:8]([CH3:11])=[CH:9][CH:10]=1)([CH3:4])([CH3:3])[CH3:2].[OH2:13].[Mn]([O-])(=O)(=O)=[O:15].[K+]. The catalyst is N1C=CC=CC=1. The product is [C:1]([C:5]1[CH:10]=[CH:9][C:8]([C:11]([OH:15])=[O:13])=[C:7]([CH3:12])[CH:6]=1)([CH3:4])([CH3:3])[CH3:2]. The yield is 0.0850. (2) The reactants are [N+:1]([CH2:3][C:4]([O:6]C)=O)#[C-:2].[NH:8]1[CH2:12][CH2:11][CH2:10][CH2:9]1. No catalyst specified. The product is [N+:1]([CH2:3][C:4]([N:8]1[CH2:12][CH2:11][CH2:10][CH2:9]1)=[O:6])#[C-:2]. The yield is 0.980. (3) The reactants are [CH2:1]([O:3][C:4](=[O:39])[NH:5][C:6]([NH:8][C:9]1[C:14]([NH2:15])=[CH:13][C:12]([C:16]2[CH:17]=[CH:18][C:19]3[O:25][CH2:24][CH2:23][N:22]([C:26]4[C:35]5[CH2:34][C:33]([CH3:37])([CH3:36])[CH2:32][CH2:31][C:30]=5[N:29]=[CH:28][N:27]=4)[CH2:21][C:20]=3[CH:38]=2)=[CH:11][N:10]=1)=C)[CH3:2]. The catalyst is O1CCCC1.[Hg]=O. The product is [CH2:1]([O:3][C:4](=[O:39])[NH:5][C:6]1[NH:15][C:14]2[C:9]([N:8]=1)=[N:10][CH:11]=[C:12]([C:16]1[CH:17]=[CH:18][C:19]3[O:25][CH2:24][CH2:23][N:22]([C:26]4[C:35]5[CH2:34][C:33]([CH3:36])([CH3:37])[CH2:32][CH2:31][C:30]=5[N:29]=[CH:28][N:27]=4)[CH2:21][C:20]=3[CH:38]=1)[CH:13]=2)[CH3:2]. The yield is 0.0300. (4) The reactants are CS(O[CH2:6][CH2:7][CH2:8][N:9]1[C:17](=[O:18])[C:16]2[N:15](CC=C)[C:14]([Cl:22])=[N:13][C:12]=2[N:11]([CH2:23][CH2:24][CH2:25][CH3:26])[C:10]1=[O:27])(=O)=O.C(=O)([O-])[O-].[K+].[K+].[CH2:34]([N:41]1[CH2:46][CH2:45][NH:44][CH2:43][CH2:42]1)[C:35]1[CH:40]=[CH:39][CH:38]=[CH:37][CH:36]=1.N1CCOCC1. The catalyst is CN(C=O)C.C1C=CC([P]([Pd]([P](C2C=CC=CC=2)(C2C=CC=CC=2)C2C=CC=CC=2)([P](C2C=CC=CC=2)(C2C=CC=CC=2)C2C=CC=CC=2)[P](C2C=CC=CC=2)(C2C=CC=CC=2)C2C=CC=CC=2)(C2C=CC=CC=2)C2C=CC=CC=2)=CC=1. The product is [CH2:23]([N:11]1[C:12]2[N:13]=[C:14]([Cl:22])[NH:15][C:16]=2[C:17](=[O:18])[N:9]([CH2:8][CH2:7][CH2:6][N:44]2[CH2:45][CH2:46][N:41]([CH2:34][C:35]3[CH:36]=[CH:37][CH:38]=[CH:39][CH:40]=3)[CH2:42][CH2:43]2)[C:10]1=[O:27])[CH2:24][CH2:25][CH3:26]. The yield is 0.240. (5) The reactants are FC(F)(F)C(O)=O.[Br:8][C:9]1[CH:18]=[C:17]2[C:12]([CH:13]=[CH:14][C:15]([C@H:19]([NH:21][C:22]([C:24]3([CH3:35])[CH2:29][CH2:28][CH2:27][N:26]([C:30](=[O:34])[C@@H:31]([NH2:33])[CH3:32])[NH:25]3)=[O:23])[CH3:20])=[N:16]2)=[CH:11][CH:10]=1.[OH:36][C@@H:37]([CH:41]([CH3:43])[CH3:42])[C:38](O)=[O:39].C(N(CC)C(C)C)(C)C.F[P-](F)(F)(F)(F)F.N1(O[P+](N(C)C)(N(C)C)N(C)C)C2C=CC=CC=2N=N1. The catalyst is ClCCl. The product is [Br:8][C:9]1[CH:18]=[C:17]2[C:12]([CH:13]=[CH:14][C:15]([C@H:19]([NH:21][C:22]([C:24]3([CH3:35])[CH2:29][CH2:28][CH2:27][N:26]([C:30](=[O:34])[C@@H:31]([NH:33][C:38](=[O:39])[C@@H:37]([OH:36])[CH:41]([CH3:43])[CH3:42])[CH3:32])[NH:25]3)=[O:23])[CH3:20])=[N:16]2)=[CH:11][CH:10]=1. The yield is 0.390. (6) The reactants are [CH3:1][O:2][C:3]1[CH:4]=[C:5]([C:11]2[N:16]=[C:15]3[C:17](=[CH2:31])[N:18]([C:21]4[CH:22]=[N:23][N:24]([CH2:26][C:27]([F:30])([F:29])[F:28])[CH:25]=4)[C:19](=[O:20])[C:14]3=[CH:13][CH:12]=2)[CH:6]=[N:7][C:8]=1[O:9][CH3:10]. The catalyst is C1COCC1.[Pd]. The product is [CH3:1][O:2][C:3]1[CH:4]=[C:5]([C:11]2[N:16]=[C:15]3[CH:17]([CH3:31])[N:18]([C:21]4[CH:22]=[N:23][N:24]([CH2:26][C:27]([F:30])([F:29])[F:28])[CH:25]=4)[C:19](=[O:20])[C:14]3=[CH:13][CH:12]=2)[CH:6]=[N:7][C:8]=1[O:9][CH3:10]. The yield is 0.680. (7) The reactants are [Br:1][C:2]1[C:7](=[O:8])[N:6]([C:9]2[C:14]([F:15])=[CH:13][CH:12]=[CH:11][C:10]=2[F:16])[C:5]([CH3:17])=[C:4]([CH:18]=[O:19])[C:3]=1[O:20][CH2:21][C:22]1[CH:27]=[CH:26][C:25]([F:28])=[CH:24][C:23]=1[F:29]. The catalyst is CO. The product is [Br:1][C:2]1[C:7](=[O:8])[N:6]([C:9]2[C:10]([F:16])=[CH:11][CH:12]=[CH:13][C:14]=2[F:15])[C:5]([CH3:17])=[C:4]([CH2:18][OH:19])[C:3]=1[O:20][CH2:21][C:22]1[CH:27]=[CH:26][C:25]([F:28])=[CH:24][C:23]=1[F:29]. The yield is 0.940. (8) The reactants are [OH:1][C:2]1[CH:7]=[CH:6][C:5]([N:8]2[C:13](=[O:14])[C:12]([CH2:15][C:16]3[CH:21]=[CH:20][C:19]([C:22]4[C:23]([C:28]#[N:29])=[CH:24][CH:25]=[CH:26][CH:27]=4)=[CH:18][CH:17]=3)=[C:11]([CH2:30][CH2:31][CH3:32])[N:10]=[C:9]2[CH3:33])=[CH:4][CH:3]=1.[CH3:34][CH:35](O)[CH2:36][C:37]#[CH:38].C1(P(C2C=CC=CC=2)C2C=CC=CC=2)C=CC=CC=1.[N:60]([C:61]([O:63]C(C)C)=[O:62])=[N:60][C:61]([O:63]C(C)C)=[O:62]. The catalyst is O1CCCC1.O.C(OCC)(=O)C. The product is [CH3:33][C:9]1[N:8]([C:5]2[CH:4]=[CH:3][C:2]([O:1][CH:35]([CH3:34])[CH2:36][C:37]#[CH:38])=[CH:7][CH:6]=2)[C:13](=[O:14])[C:12]([CH2:15][C:16]2[CH:21]=[CH:20][C:19]([C:22]3[CH:27]=[CH:26][CH:25]=[CH:24][C:23]=3[C:28]3[NH:60][C:61](=[O:62])[O:63][N:29]=3)=[CH:18][CH:17]=2)=[C:11]([CH2:30][CH2:31][CH3:32])[N:10]=1. The yield is 0.0600. (9) The reactants are CC1C=CC(S([O:11][CH2:12][CH2:13][CH2:14][C:15]([CH3:20])([S:17][S:18][CH3:19])[CH3:16])(=O)=O)=CC=1.O[C:22]1[CH:27]=[C:26]([C:28]([O:30][CH2:31][CH3:32])=[O:29])[N:25]=[C:24]([C:33]([O:35][CH2:36][CH3:37])=[O:34])[CH:23]=1.C(=O)([O-])[O-].[K+].[K+]. The catalyst is CN(C)C=O. The product is [CH3:20][C:15]([S:17][S:18][CH3:19])([CH3:16])[CH2:14][CH2:13][CH2:12][O:11][C:22]1[CH:23]=[C:24]([C:33]([O:35][CH2:36][CH3:37])=[O:34])[N:25]=[C:26]([C:28]([O:30][CH2:31][CH3:32])=[O:29])[CH:27]=1. The yield is 0.520. (10) The reactants are [CH3:1][O:2][C:3]([C:5]1[CH:22]=[CH:21][C:8]2[NH:9][C:10]([C:12]3[N:13]([CH3:20])[CH:14]=[C:15]([N+:17]([O-])=O)[N:16]=3)=[N:11][C:7]=2[CH:6]=1)=[O:4].[CH3:23][C:24]([O:27][C:28]([NH:30][C:31]1[CH:35]=[C:34]([C:36](ON2N=NC3C2=CC=CC=3)=[O:37])[N:33]([CH3:48])[CH:32]=1)=[O:29])([CH3:26])[CH3:25].CCN(C(C)C)C(C)C. The catalyst is CN(C=O)C.[Pd]. The product is [CH3:1][O:2][C:3]([C:5]1[CH:22]=[CH:21][C:8]2[NH:9][C:10]([C:12]3[N:13]([CH3:20])[CH:14]=[C:15]([NH:17][C:36]([C:34]4[N:33]([CH3:48])[CH:32]=[C:31]([NH:30][C:28]([O:27][C:24]([CH3:25])([CH3:23])[CH3:26])=[O:29])[CH:35]=4)=[O:37])[N:16]=3)=[N:11][C:7]=2[CH:6]=1)=[O:4]. The yield is 0.250.